Dataset: Full USPTO retrosynthesis dataset with 1.9M reactions from patents (1976-2016). Task: Predict the reactants needed to synthesize the given product. Given the product [N:1]([CH2:4][CH2:5][CH2:6][CH2:7][C:8]([CH:21]1[C:22](=[O:24])[O:23][C:18]([CH3:26])([CH3:17])[O:19][C:20]1=[O:25])=[O:10])=[N+:2]=[N-:3], predict the reactants needed to synthesize it. The reactants are: [N:1]([CH2:4][CH2:5][CH2:6][CH2:7][C:8]([OH:10])=O)=[N+:2]=[N-:3].C(Cl)(=O)C(Cl)=O.[CH3:17][C:18]1([CH3:26])[O:23][C:22](=[O:24])[CH2:21][C:20](=[O:25])[O:19]1.N(CCCCC(Cl)=O)=[N+]=[N-].